The task is: Predict which catalyst facilitates the given reaction.. This data is from Catalyst prediction with 721,799 reactions and 888 catalyst types from USPTO. (1) Reactant: Cl[C:2]1[C:11]2[C:6](=[C:7]([F:15])[CH:8]=[C:9]([N+:12]([O-:14])=[O:13])[CH:10]=2)[N:5]=[CH:4][C:3]=1[C:16]#[N:17].[Cl:18][C:19]1[CH:20]=[C:21]([CH:23]=[CH:24][C:25]=1[F:26])[NH2:22]. Product: [Cl:18][C:19]1[CH:20]=[C:21]([NH:22][C:2]2[C:11]3[C:6](=[C:7]([F:15])[CH:8]=[C:9]([N+:12]([O-:14])=[O:13])[CH:10]=3)[N:5]=[CH:4][C:3]=2[C:16]#[N:17])[CH:23]=[CH:24][C:25]=1[F:26]. The catalyst class is: 14. (2) Reactant: [O-:1][C:2]#[N:3].[Na+].[CH3:5][O:6][C:7]1[CH:8]=[C:9]2[C:14](=[CH:15][C:16]=1[O:17][CH3:18])[C:13]1=[CH:19][C:20](=[N:27][C:28]3[C:33]([CH3:34])=[CH:32][C:31]([CH3:35])=[CH:30][C:29]=3[CH3:36])[N:21]([CH2:24][CH2:25][NH2:26])[C:22](=[O:23])[N:12]1[CH2:11][CH2:10]2.Cl.[OH-].[Na+]. Product: [CH3:5][O:6][C:7]1[CH:8]=[C:9]2[C:14](=[CH:15][C:16]=1[O:17][CH3:18])[C:13]1=[CH:19][C:20](=[N:27][C:28]3[C:29]([CH3:36])=[CH:30][C:31]([CH3:35])=[CH:32][C:33]=3[CH3:34])[N:21]([CH2:24][CH2:25][NH:26][C:2](=[O:1])[NH2:3])[C:22](=[O:23])[N:12]1[CH2:11][CH2:10]2. The catalyst class is: 6. (3) Reactant: C1C2C[C@H]3N(CC4CC4)CC[C@]45[C@H](C(CC[C@@]34O)=O)OC(C=25)=C(O)C=1.Cl.[CH:27]1[CH:32]=[C:31]([Cl:33])[CH:30]=[C:29]([C:34]([O:36]O)=[O:35])[CH:28]=1. Product: [CH:27]1[CH:32]=[C:31]([Cl:33])[CH:30]=[C:29]([C:34]([OH:36])=[O:35])[CH:28]=1. The catalyst class is: 2. (4) Reactant: [C:1](N1C=CN=C1)(N1C=CN=C1)=[O:2].[NH2:13][CH2:14][CH2:15][CH2:16][C:17]1[CH:22]=[CH:21][N:20]=[CH:19][CH:18]=1.Cl.[C:24]12([CH2:34][CH2:35][NH:36][CH2:37][CH2:38][CH2:39][CH2:40][CH3:41])[CH2:33][CH:28]3[CH2:29][CH:30]([CH2:32][CH:26]([CH2:27]3)[CH2:25]1)[CH2:31]2. Product: [C:24]12([CH2:34][CH2:35][N:36]([CH2:37][CH2:38][CH2:39][CH2:40][CH3:41])[C:1]([NH:13][CH2:14][CH2:15][CH2:16][C:17]3[CH:22]=[CH:21][N:20]=[CH:19][CH:18]=3)=[O:2])[CH2:31][CH:30]3[CH2:29][CH:28]([CH2:27][CH:26]([CH2:32]3)[CH2:25]1)[CH2:33]2. The catalyst class is: 54.